Dataset: NCI-60 drug combinations with 297,098 pairs across 59 cell lines. Task: Regression. Given two drug SMILES strings and cell line genomic features, predict the synergy score measuring deviation from expected non-interaction effect. (1) Drug 1: C1CN1P(=S)(N2CC2)N3CC3. Drug 2: CCCCC(=O)OCC(=O)C1(CC(C2=C(C1)C(=C3C(=C2O)C(=O)C4=C(C3=O)C=CC=C4OC)O)OC5CC(C(C(O5)C)O)NC(=O)C(F)(F)F)O. Cell line: OVCAR-8. Synergy scores: CSS=36.5, Synergy_ZIP=-3.95, Synergy_Bliss=-0.676, Synergy_Loewe=-2.75, Synergy_HSA=2.06. (2) Drug 1: C1CCC(CC1)NC(=O)N(CCCl)N=O. Drug 2: CC(C)NC(=O)C1=CC=C(C=C1)CNNC.Cl. Cell line: SK-MEL-28. Synergy scores: CSS=13.0, Synergy_ZIP=-1.68, Synergy_Bliss=8.90, Synergy_Loewe=-0.203, Synergy_HSA=3.08. (3) Drug 1: CC1CCC2CC(C(=CC=CC=CC(CC(C(=O)C(C(C(=CC(C(=O)CC(OC(=O)C3CCCCN3C(=O)C(=O)C1(O2)O)C(C)CC4CCC(C(C4)OC)O)C)C)O)OC)C)C)C)OC. Drug 2: C1=CC=C(C=C1)NC(=O)CCCCCCC(=O)NO. Cell line: HCC-2998. Synergy scores: CSS=10.5, Synergy_ZIP=-8.46, Synergy_Bliss=-7.92, Synergy_Loewe=-11.4, Synergy_HSA=-6.22. (4) Drug 1: CN(C)N=NC1=C(NC=N1)C(=O)N. Drug 2: CC12CCC3C(C1CCC2OP(=O)(O)O)CCC4=C3C=CC(=C4)OC(=O)N(CCCl)CCCl.[Na+]. Cell line: 786-0. Synergy scores: CSS=-0.160, Synergy_ZIP=-0.920, Synergy_Bliss=-3.28, Synergy_Loewe=-3.91, Synergy_HSA=-3.47. (5) Drug 1: CCCS(=O)(=O)NC1=C(C(=C(C=C1)F)C(=O)C2=CNC3=C2C=C(C=N3)C4=CC=C(C=C4)Cl)F. Drug 2: CCC1(CC2CC(C3=C(CCN(C2)C1)C4=CC=CC=C4N3)(C5=C(C=C6C(=C5)C78CCN9C7C(C=CC9)(C(C(C8N6C)(C(=O)OC)O)OC(=O)C)CC)OC)C(=O)OC)O.OS(=O)(=O)O. Cell line: TK-10. Synergy scores: CSS=20.8, Synergy_ZIP=7.48, Synergy_Bliss=8.20, Synergy_Loewe=-2.01, Synergy_HSA=9.00. (6) Drug 1: C1CC(=O)NC(=O)C1N2CC3=C(C2=O)C=CC=C3N. Drug 2: CC1=C2C(C(=O)C3(C(CC4C(C3C(C(C2(C)C)(CC1OC(=O)C(C(C5=CC=CC=C5)NC(=O)OC(C)(C)C)O)O)OC(=O)C6=CC=CC=C6)(CO4)OC(=O)C)O)C)O. Cell line: DU-145. Synergy scores: CSS=14.6, Synergy_ZIP=-12.4, Synergy_Bliss=-10.4, Synergy_Loewe=-43.8, Synergy_HSA=-8.83. (7) Drug 1: CN(CCCl)CCCl.Cl. Drug 2: CC1=C(C(=O)C2=C(C1=O)N3CC4C(C3(C2COC(=O)N)OC)N4)N. Cell line: MALME-3M. Synergy scores: CSS=25.2, Synergy_ZIP=-8.17, Synergy_Bliss=-1.48, Synergy_Loewe=-2.11, Synergy_HSA=-0.0158. (8) Drug 1: CN1CCC(CC1)COC2=C(C=C3C(=C2)N=CN=C3NC4=C(C=C(C=C4)Br)F)OC. Drug 2: CC12CCC3C(C1CCC2O)C(CC4=C3C=CC(=C4)O)CCCCCCCCCS(=O)CCCC(C(F)(F)F)(F)F. Cell line: M14. Synergy scores: CSS=1.65, Synergy_ZIP=3.05, Synergy_Bliss=6.53, Synergy_Loewe=1.91, Synergy_HSA=2.92.